This data is from Full USPTO retrosynthesis dataset with 1.9M reactions from patents (1976-2016). The task is: Predict the reactants needed to synthesize the given product. Given the product [CH:18]1([NH:21][C:22]([C:23]2[CH:24]=[C:25]([F:39])[C:26]([CH3:38])=[C:27]([C:2]3[CH:17]=[CH:16][C:5]4[C:6]([C:9]([NH:11][CH2:12][CH:13]5[CH2:15][CH2:14]5)=[O:10])=[N:7][O:8][C:4]=4[CH:3]=3)[CH:28]=2)=[O:40])[CH2:20][CH2:19]1, predict the reactants needed to synthesize it. The reactants are: Br[C:2]1[CH:17]=[CH:16][C:5]2[C:6]([C:9]([NH:11][CH2:12][CH:13]3[CH2:15][CH2:14]3)=[O:10])=[N:7][O:8][C:4]=2[CH:3]=1.[CH:18]1([NH:21][C:22](=[O:40])[C:23]2[CH:28]=[C:27](B3OC(C)(C)C(C)(C)O3)[C:26]([CH3:38])=[C:25]([F:39])[CH:24]=2)[CH2:20][CH2:19]1.C(=O)([O-])O.[Na+].C(OCC)(=O)C.